From a dataset of Peptide-MHC class I binding affinity with 185,985 pairs from IEDB/IMGT. Regression. Given a peptide amino acid sequence and an MHC pseudo amino acid sequence, predict their binding affinity value. This is MHC class I binding data. The peptide sequence is QMDGAILVV. The MHC is HLA-A02:06 with pseudo-sequence HLA-A02:06. The binding affinity (normalized) is 1.00.